Dataset: Catalyst prediction with 721,799 reactions and 888 catalyst types from USPTO. Task: Predict which catalyst facilitates the given reaction. (1) Reactant: [C:1](OCC)(=O)CC(OCC)=O.[Na].Cl[C:14]1[CH:19]=[CH:18][C:17]([N+:20]([O-:22])=[O:21])=[CH:16][N:15]=1. Product: [CH3:1][C:14]1[CH:19]=[CH:18][C:17]([N+:20]([O-:22])=[O:21])=[CH:16][N:15]=1. The catalyst class is: 11. (2) Reactant: [OH:1][C:2]1[CH:3]=[C:4]2[C:9](=[CH:10][CH:11]=1)[O:8][CH2:7][C:6]([CH:12]=[O:13])=[CH:5]2.I[CH2:15][CH2:16][CH2:17][CH2:18][CH3:19].C(=O)([O-])[O-].[K+].[K+]. Product: [CH2:15]([O:1][C:2]1[CH:3]=[C:4]2[C:9](=[CH:10][CH:11]=1)[O:8][CH2:7][C:6]([CH:12]=[O:13])=[CH:5]2)[CH2:16][CH2:17][CH2:18][CH3:19]. The catalyst class is: 21. (3) Reactant: [Br:1][C:2]1[S:10]C2C(Cl)=[N:7][C:6]([CH3:12])=[N:5][C:4]=2[CH:3]=1.[O:13]1[CH2:17][CH2:16][CH2:15][CH2:14]1.[CH:18]([N-:21][CH:22]([CH3:24])[CH3:23])([CH3:20])C.[Li+].ClC1C2SC=C[C:29]=2[N:30]=[C:31](C)N=1.BrC(F)(F)C(Br)(F)F. Product: [Br:1][C:2]1[S:10][C:20]2[C:18]([NH:21][C:22]3[CH:23]=[C:14]([O:13][CH3:17])[CH:15]=[C:16]([N:30]([CH3:31])[CH3:29])[CH:24]=3)=[N:7][C:6]([CH3:12])=[N:5][C:4]=2[CH:3]=1. The catalyst class is: 1.